Dataset: Full USPTO retrosynthesis dataset with 1.9M reactions from patents (1976-2016). Task: Predict the reactants needed to synthesize the given product. (1) Given the product [CH3:27][O:26][CH2:25][CH2:24][NH:13][C:12]1[CH:14]=[CH:15][C:9]([B:4]2[O:3][C:2]([CH3:16])([CH3:1])[C:6]([CH3:7])([CH3:8])[O:5]2)=[CH:10][CH:11]=1, predict the reactants needed to synthesize it. The reactants are: [CH3:1][C:2]1([CH3:16])[C:6]([CH3:8])([CH3:7])[O:5][B:4]([C:9]2[CH:15]=[CH:14][C:12]([NH2:13])=[CH:11][CH:10]=2)[O:3]1.C([O-])([O-])=O.[K+].[K+].Br[CH2:24][CH2:25][O:26][CH3:27]. (2) The reactants are: [CH2:1]1[C:3]2([CH2:8][CH2:7][N:6](C(OC(C)(C)C)=O)[CH2:5][CH2:4]2)[CH2:2]1.[ClH:16].C(OCC)(=O)C. Given the product [ClH:16].[CH2:2]1[C:3]2([CH2:8][CH2:7][NH:6][CH2:5][CH2:4]2)[CH2:1]1, predict the reactants needed to synthesize it. (3) Given the product [CH2:2]([O:9][N:10]1[C:16](=[O:17])[N:15]2[CH2:18][C@H:11]1[CH2:12][CH2:13][C@H:14]2[CH2:19][OH:20])[C:3]1[CH:4]=[CH:5][CH:6]=[CH:7][CH:8]=1, predict the reactants needed to synthesize it. The reactants are: [Na].[CH2:2]([O:9][N:10]1[C:16](=[O:17])[N:15]2[CH2:18][C@H:11]1[CH2:12][CH2:13][C@H:14]2[C:19](O)=[O:20])[C:3]1[CH:8]=[CH:7][CH:6]=[CH:5][CH:4]=1.CN1CCOCC1.ClC(OCC)=O.[BH4-].[Na+]. (4) Given the product [OH:4][C:3]1[CH:5]=[CH:6][CH:7]=[C:8]([OH:9])[C:2]=1[NH:1][C:17](=[O:24])[C:18]1[CH:23]=[CH:22][CH:21]=[CH:20][CH:19]=1, predict the reactants needed to synthesize it. The reactants are: [NH2:1][C:2]1[C:8]([OH:9])=[CH:7][CH:6]=[CH:5][C:3]=1[OH:4].C(N(CC)CC)C.[C:17](Cl)(=[O:24])[C:18]1[CH:23]=[CH:22][CH:21]=[CH:20][CH:19]=1.[OH-].[K+]. (5) Given the product [CH3:1][C:2]1[O:6][C:5]([C:7]([O:9][CH3:10])=[O:8])=[CH:4][CH:3]=1, predict the reactants needed to synthesize it. The reactants are: [CH3:1][C:2]1[O:6][C:5]([C:7]([OH:9])=[O:8])=[CH:4][CH:3]=1.[C:10](=O)([O-])[O-].[K+].[K+].CI. (6) Given the product [C:17]1([S:23]([OH:26])(=[O:25])=[O:24])[CH:22]=[CH:21][CH:20]=[CH:19][CH:18]=1.[NH2:8][CH2:9][C:10](=[O:16])[CH2:11][CH2:12][C:13]([OH:15])=[O:14], predict the reactants needed to synthesize it. The reactants are: C([NH:8][CH2:9][C:10](=[O:16])[CH2:11][CH2:12][C:13]([OH:15])=[O:14])(OC(C)(C)C)=O.[C:17]1([S:23]([OH:26])(=[O:25])=[O:24])[CH:22]=[CH:21][CH:20]=[CH:19][CH:18]=1.O. (7) Given the product [C:29]([N:32]1[CH2:36][CH2:35][N:34]([C:2]2[CH:3]=[CH:4][C:5]([C:13]([N:15]3[CH2:20][CH2:19][N:18]([C:21]4[C:26]([CH3:27])=[CH:25][C:24]([CH3:28])=[CH:23][N:22]=4)[CH2:17][CH2:16]3)=[O:14])=[C:6]([NH:8][S:9]([CH3:12])(=[O:11])=[O:10])[CH:7]=2)[C:33]1=[O:37])(=[O:31])[CH3:30], predict the reactants needed to synthesize it. The reactants are: Br[C:2]1[CH:3]=[CH:4][C:5]([C:13]([N:15]2[CH2:20][CH2:19][N:18]([C:21]3[C:26]([CH3:27])=[CH:25][C:24]([CH3:28])=[CH:23][N:22]=3)[CH2:17][CH2:16]2)=[O:14])=[C:6]([NH:8][S:9]([CH3:12])(=[O:11])=[O:10])[CH:7]=1.[C:29]([N:32]1[CH2:36][CH2:35][NH:34][C:33]1=[O:37])(=[O:31])[CH3:30]. (8) Given the product [Br:5][C:6]1[CH:7]=[C:8]2[C:13](=[CH:14][CH:15]=1)[N:12]=[C:11]([NH:16][CH3:17])[N:10]=[C:9]2[O:1][CH2:2][CH3:3], predict the reactants needed to synthesize it. The reactants are: [O-:1][CH2:2][CH3:3].[Na+].[Br:5][C:6]1[CH:7]=[C:8]2[C:13](=[CH:14][CH:15]=1)[N:12]=[C:11]([NH:16][CH3:17])[N:10]=[C:9]2Cl. (9) Given the product [Cl:1][C:2]1[CH:3]=[CH:4][C:5]2[N:6]([C:8]([C:11]([C:13]3[CH:14]=[CH:15][C:16]4[N:17]([CH:19]=[CH:20][N:21]=4)[CH:18]=3)([OH:12])[CH3:22])=[CH:9][N:10]=2)[N:7]=1, predict the reactants needed to synthesize it. The reactants are: [Cl:1][C:2]1[CH:3]=[CH:4][C:5]2[N:6]([C:8]([C:11]([C:13]3[CH:14]=[CH:15][C:16]4[N:17]([CH:19]=[CH:20][N:21]=4)[CH:18]=3)=[O:12])=[CH:9][N:10]=2)[N:7]=1.[CH3:22][Mg]Br.